This data is from Full USPTO retrosynthesis dataset with 1.9M reactions from patents (1976-2016). The task is: Predict the reactants needed to synthesize the given product. (1) Given the product [CH3:14][O:15][C:16]1[N:17]=[CH:18][C:19]([NH:22][CH:4]=[C:5]([C:11](=[O:13])[CH3:12])[C:6]([O:8][CH2:9][CH3:10])=[O:7])=[CH:20][CH:21]=1, predict the reactants needed to synthesize it. The reactants are: C(O[CH:4]=[C:5]([C:11](=[O:13])[CH3:12])[C:6]([O:8][CH2:9][CH3:10])=[O:7])C.[CH3:14][O:15][C:16]1[CH:21]=[CH:20][C:19]([NH2:22])=[CH:18][N:17]=1. (2) Given the product [CH3:1][C:2]1[N:3]=[C:4]([NH:11][C:12]([N:31]2[CH2:30][CH2:29][N:28]([C:24]3[CH:25]=[CH:26][CH:27]=[C:22]([Br:21])[CH:23]=3)[CH2:33][CH2:32]2)=[O:20])[C:5]([O:9][CH3:10])=[N:6][C:7]=1[CH3:8], predict the reactants needed to synthesize it. The reactants are: [CH3:1][C:2]1[N:3]=[C:4]([NH:11][C:12](=[O:20])OC2C=CC=CC=2)[C:5]([O:9][CH3:10])=[N:6][C:7]=1[CH3:8].[Br:21][C:22]1[CH:23]=[C:24]([N:28]2[CH2:33][CH2:32][NH:31][CH2:30][CH2:29]2)[CH:25]=[CH:26][CH:27]=1. (3) Given the product [F:1][C:2]1[CH:3]=[CH:4][C:5]([C:8]2[C:13](/[CH:14]=[CH:15]/[CH:16]=[O:17])=[C:12]([CH:18]([CH3:20])[CH3:19])[N:11]=[C:10]([N:21]([CH3:26])[S:22]([CH3:25])(=[O:24])=[O:23])[N:9]=2)=[CH:6][CH:7]=1, predict the reactants needed to synthesize it. The reactants are: [F:1][C:2]1[CH:7]=[CH:6][C:5]([C:8]2[C:13]([CH2:14]/[CH:15]=[CH:16]/[OH:17])=[C:12]([CH:18]([CH3:20])[CH3:19])[N:11]=[C:10]([N:21]([CH3:26])[S:22]([CH3:25])(=[O:24])=[O:23])[N:9]=2)=[CH:4][CH:3]=1. (4) Given the product [Cl:1][C:2]1[C:3]([C:27]2[CH:32]=[N:31][C:30]([C:33]#[N:34])=[CH:29][C:28]=2[CH3:35])=[CH:4][C:5]([S:13]([N:16]2[CH2:22][CH2:21][CH2:20][CH2:19][C:18]3[CH:23]=[CH:24][CH:25]=[CH:26][C:17]2=3)(=[O:15])=[O:14])=[C:6]([CH:7]=1)[O:8][CH2:9][CH2:10][C:11]([OH:39])=[O:12], predict the reactants needed to synthesize it. The reactants are: [Cl:1][C:2]1[CH:7]=[C:6]([O:8][CH2:9][CH2:10][CH2:11][OH:12])[C:5]([S:13]([N:16]2[CH2:22][CH2:21][CH2:20][CH2:19][C:18]3[CH:23]=[CH:24][CH:25]=[CH:26][C:17]2=3)(=[O:15])=[O:14])=[CH:4][C:3]=1[C:27]1[C:28]([CH3:35])=[CH:29][C:30]([C:33]#[N:34])=[N:31][CH:32]=1.C(#N)C.[OH2:39].CO. (5) Given the product [Cl:23][C:24]1[CH:25]=[C:26]([CH:30]=[CH:31][C:32]=1[CH3:33])[C:27]([N:16]([CH2:15][C:14]([N:10]1[CH2:11][C:12](=[O:13])[N:8]([C:4]2[CH:5]=[CH:6][CH:7]=[C:2]([Cl:1])[C:3]=2[CH3:22])[CH2:9]1)=[O:21])[CH2:17][CH2:18][O:19][CH3:20])=[O:28], predict the reactants needed to synthesize it. The reactants are: [Cl:1][C:2]1[C:3]([CH3:22])=[C:4]([N:8]2[C:12](=[O:13])[CH2:11][N:10]([C:14](=[O:21])[CH2:15][NH:16][CH2:17][CH2:18][O:19][CH3:20])[CH2:9]2)[CH:5]=[CH:6][CH:7]=1.[Cl:23][C:24]1[CH:25]=[C:26]([CH:30]=[CH:31][C:32]=1[CH3:33])[C:27](O)=[O:28].F[P-](F)(F)(F)(F)F.N1(O[P+](N(C)C)(N(C)C)N(C)C)C2C=CC=CC=2N=N1. (6) The reactants are: C([N:8]1[CH2:16][CH:11]2[CH2:12][O:13][CH2:14][CH2:15][N:10]2[C:9]1=[O:17])C1C=CC=CC=1.N.CCO. Given the product [CH2:16]1[CH:11]2[CH2:12][O:13][CH2:14][CH2:15][N:10]2[C:9](=[O:17])[NH:8]1, predict the reactants needed to synthesize it.